Dataset: Forward reaction prediction with 1.9M reactions from USPTO patents (1976-2016). Task: Predict the product of the given reaction. (1) Given the reactants [C-:1]#[N:2].[Na+].[C:4]([C:8]1[CH:15]=[CH:14][C:11]([CH2:12]Br)=[CH:10][CH:9]=1)([CH3:7])([CH3:6])[CH3:5].O, predict the reaction product. The product is: [C:4]([C:8]1[CH:15]=[CH:14][C:11]([CH2:12][C:1]#[N:2])=[CH:10][CH:9]=1)([CH3:7])([CH3:6])[CH3:5]. (2) Given the reactants [CH2:1]([O:3][C:4](=[O:31])[CH2:5][C:6]1[CH:7]=[N:8][CH:9]=[C:10]([C:12]2[CH:17]=[CH:16][C:15]([C:18]([F:21])([F:20])[F:19])=[CH:14][C:13]=2[CH2:22][NH:23][CH2:24][C:25]2[CH:30]=[CH:29][CH:28]=[CH:27][N:26]=2)[CH:11]=1)[CH3:2].[C:32](Cl)(=[O:34])[CH3:33], predict the reaction product. The product is: [CH2:1]([O:3][C:4](=[O:31])[CH2:5][C:6]1[CH:7]=[N:8][CH:9]=[C:10]([C:12]2[CH:17]=[CH:16][C:15]([C:18]([F:19])([F:20])[F:21])=[CH:14][C:13]=2[CH2:22][N:23]([C:32](=[O:34])[CH3:33])[CH2:24][C:25]2[CH:30]=[CH:29][CH:28]=[CH:27][N:26]=2)[CH:11]=1)[CH3:2]. (3) Given the reactants [CH2:1]([NH:8][CH2:9][C:10]1[CH:15]=[CH:14][CH:13]=[CH:12][CH:11]=1)[C:2]1[CH:7]=[CH:6][CH:5]=[CH:4][CH:3]=1.Cl[S:17]([C:20]1[CH:29]=[CH:28][C:23]([C:24]([O:26]C)=[O:25])=[CH:22][CH:21]=1)(=[O:19])=[O:18], predict the reaction product. The product is: [CH2:9]([N:8]([CH2:1][C:2]1[CH:7]=[CH:6][CH:5]=[CH:4][CH:3]=1)[S:17]([C:20]1[CH:21]=[CH:22][C:23]([C:24]([OH:26])=[O:25])=[CH:28][CH:29]=1)(=[O:19])=[O:18])[C:10]1[CH:15]=[CH:14][CH:13]=[CH:12][CH:11]=1. (4) Given the reactants [NH2:1][C@@H:2]1[CH2:7][O:6][C:5]([CH3:9])([CH3:8])[CH2:4][C@H:3]1[OH:10].C(N(CC)CC)C.O=C1CCC(=O)N1[C:25]([O:27][CH2:28][CH2:29][Si:30]([CH3:33])([CH3:32])[CH3:31])=[O:26], predict the reaction product. The product is: [OH:10][C@@H:3]1[CH2:4][C:5]([CH3:9])([CH3:8])[O:6][CH2:7][C@H:2]1[NH:1][C:25](=[O:26])[O:27][CH2:28][CH2:29][Si:30]([CH3:33])([CH3:32])[CH3:31]. (5) The product is: [F:33][C:27]1[C:28]([F:32])=[CH:29][CH:30]=[CH:31][C:26]=1[C@H:23]1[CH2:22][N:21]2[C:34]([CH2:37][CH:38]=[O:39])=[CH:35][N:36]=[C:20]2[C@H:19]([NH:18][C:16](=[O:17])[O:15][C:11]([CH3:13])([CH3:12])[CH3:14])[CH2:25][CH2:24]1. Given the reactants [H-].C([Al+]CC(C)C)C(C)C.[C:11]([O:15][C:16]([NH:18][C@@H:19]1[CH2:25][CH2:24][C@@H:23]([C:26]2[CH:31]=[CH:30][CH:29]=[C:28]([F:32])[C:27]=2[F:33])[CH2:22][N:21]2[C:34]([CH2:37][C:38](OC(C)C)=[O:39])=[CH:35][N:36]=[C:20]12)=[O:17])([CH3:14])([CH3:13])[CH3:12].C(C(C(C([O-])=O)O)O)([O-])=O.[Na+].[K+], predict the reaction product. (6) Given the reactants [NH2:1][C:2]1[N:10]=[C:9]([O:11][CH3:12])[CH:8]=[C:7]([O:13][CH3:14])[C:3]=1[C:4]([NH2:6])=[O:5].[OH:15][CH2:16][CH2:17][N:18]([CH2:27][CH2:28][OH:29])[C:19]1[CH:26]=[CH:25][C:22]([CH:23]=O)=[CH:21][CH:20]=1.OS([O-])=O.[Na+].CC1C=CC(S(O)(=O)=O)=CC=1, predict the reaction product. The product is: [OH:15][CH2:16][CH2:17][N:18]([CH2:27][CH2:28][OH:29])[C:19]1[CH:26]=[CH:25][C:22]([C:23]2[NH:6][C:4](=[O:5])[C:3]3[C:7]([O:13][CH3:14])=[CH:8][C:9]([O:11][CH3:12])=[N:10][C:2]=3[N:1]=2)=[CH:21][CH:20]=1. (7) Given the reactants [C:1]([O:5][C:6]([NH:8][C@@H:9]([C@@H:13]([OH:15])[CH3:14])[C:10]([OH:12])=O)=[O:7])([CH3:4])([CH3:3])[CH3:2].CN(C(ON1N=NC2C=CC=NC1=2)=[N+](C)C)C.F[P-](F)(F)(F)(F)F.OC(C(F)(F)F)=O.[NH2:47][C@@H:48]([CH2:66][C:67]1[CH:72]=[CH:71][C:70]([O:73][CH3:74])=[CH:69][CH:68]=1)[C:49]([NH:51][C@@H:52]([CH2:59][C:60]1[CH:65]=[CH:64][CH:63]=[CH:62][CH:61]=1)[C:53]([C@@:55]1([CH3:58])[CH2:57][O:56]1)=[O:54])=[O:50].CCN(C(C)C)C(C)C, predict the reaction product. The product is: [OH:15][C@@H:13]([CH3:14])[C@H:9]([NH:8][C:6](=[O:7])[O:5][C:1]([CH3:2])([CH3:3])[CH3:4])[C:10]([NH:47][C@@H:48]([CH2:66][C:67]1[CH:68]=[CH:69][C:70]([O:73][CH3:74])=[CH:71][CH:72]=1)[C:49]([NH:51][C@@H:52]([CH2:59][C:60]1[CH:65]=[CH:64][CH:63]=[CH:62][CH:61]=1)[C:53]([C@@:55]1([CH3:58])[CH2:57][O:56]1)=[O:54])=[O:50])=[O:12]. (8) The product is: [N:1]([C@@H:4]1[CH2:8][N:7]([C:9](=[O:29])[C@@H:10]([NH:15][C:16](=[O:28])[C@@H:17]([N:19]([CH3:20])[C:21](=[O:22])[O:23][C:24]([CH3:27])([CH3:26])[CH3:25])[CH3:18])[C:11]([CH3:14])([CH3:13])[CH3:12])[C@H:6]([C:30](=[O:32])[NH:46][C@H:36]2[C:45]3[C:40](=[CH:41][CH:42]=[CH:43][CH:44]=3)[CH2:39][CH2:38][CH2:37]2)[CH2:5]1)=[N+:2]=[N-:3]. Given the reactants [N:1]([C@@H:4]1[CH2:8][N:7]([C:9](=[O:29])[C@@H:10]([NH:15][C:16](=[O:28])[C@@H:17]([N:19]([C:21]([O:23][C:24]([CH3:27])([CH3:26])[CH3:25])=[O:22])[CH3:20])[CH3:18])[C:11]([CH3:14])([CH3:13])[CH3:12])[C@H:6]([C:30]([O:32]C)=O)[CH2:5]1)=[N+:2]=[N-:3].[Li+].[OH-].[C@H:36]1([NH2:46])[C:45]2[C:40](=[CH:41][CH:42]=[CH:43][CH:44]=2)[CH2:39][CH2:38][CH2:37]1, predict the reaction product.